From a dataset of Full USPTO retrosynthesis dataset with 1.9M reactions from patents (1976-2016). Predict the reactants needed to synthesize the given product. Given the product [CH2:1]([O:3][C:4]([C:6]1[C:7]([CH3:19])=[CH:8][NH:9][C:10]=1[CH3:11])=[O:5])[CH3:2], predict the reactants needed to synthesize it. The reactants are: [CH2:1]([O:3][C:4]([C:6]1[C:7]([CH3:19])=[C:8](C(OC(C)(C)C)=O)[NH:9][C:10]=1[CH3:11])=[O:5])[CH3:2].Cl.